From a dataset of Reaction yield outcomes from USPTO patents with 853,638 reactions. Predict the reaction yield, written as a fraction of the theoretical maximum amount of product (1.0 means a 100% yield; for example, 0.34 means a 34% yield). (1) The reactants are [N:1]([CH2:4][CH2:5][CH2:6][C@:7]1([C:25]2[CH:30]=[CH:29][CH:28]=[CH:27][CH:26]=2)[N:11]([C:12](=[O:16])[C@@H:13]([OH:15])[CH3:14])[N:10]=[C:9]([C:17]2[CH:22]=[C:21]([F:23])[CH:20]=[CH:19][C:18]=2[F:24])[S:8]1)=[N+:2]=[N-:3].[CH3:31]I.[H-].[Na+].[NH4+].[Cl-]. The catalyst is CN(C=O)C. The product is [N:1]([CH2:4][CH2:5][CH2:6][C@:7]1([C:25]2[CH:30]=[CH:29][CH:28]=[CH:27][CH:26]=2)[N:11]([C:12](=[O:16])[C@@H:13]([O:15][CH3:31])[CH3:14])[N:10]=[C:9]([C:17]2[CH:22]=[C:21]([F:23])[CH:20]=[CH:19][C:18]=2[F:24])[S:8]1)=[N+:2]=[N-:3]. The yield is 0.940. (2) The reactants are [CH3:1][C@H:2]1[CH2:8][NH:7][CH2:6][C:5]2[CH:9]=[CH:10][C:11]([C:13]([O:15][CH3:16])=[O:14])=[CH:12][C:4]=2[O:3]1.[N:17]([C:20]1[CH:25]=[CH:24][C:23]([O:26][CH3:27])=[CH:22][CH:21]=1)=[C:18]=[O:19]. The catalyst is C(Cl)Cl.CCN(CC)CC. The product is [CH3:27][O:26][C:23]1[CH:24]=[CH:25][C:20]([NH:17][C:18]([N:7]2[CH2:6][C:5]3[CH:9]=[CH:10][C:11]([C:13]([O:15][CH3:16])=[O:14])=[CH:12][C:4]=3[O:3][C@@H:2]([CH3:1])[CH2:8]2)=[O:19])=[CH:21][CH:22]=1. The yield is 0.600. (3) The reactants are O=P(Cl)(Cl)[Cl:3].[CH3:6][C:7]1[N+:8]([O-])=[C:9]([C:13]2[CH:22]=[CH:21][C:16]([C:17]([O:19][CH3:20])=[O:18])=[CH:15][CH:14]=2)[O:10][C:11]=1[CH3:12]. The catalyst is C(Cl)Cl. The product is [Cl:3][CH2:6][C:7]1[N:8]=[C:9]([C:13]2[CH:22]=[CH:21][C:16]([C:17]([O:19][CH3:20])=[O:18])=[CH:15][CH:14]=2)[O:10][C:11]=1[CH3:12]. The yield is 0.770. (4) The reactants are Br[C:2]1[CH:3]=[CH:4][C:5](O)=[C:6]([C:8]2[CH:17]=[CH:16][C:15]3[C:10](=[CH:11][CH:12]=[C:13]([C:18]4[N:22]([CH:23]5[CH2:28][CH2:27][CH2:26][CH2:25][CH2:24]5)[C:21]5[CH:29]=[CH:30][C:31]([C:33]([OH:35])=[O:34])=[CH:32][C:20]=5[N:19]=4)[CH:14]=3)[N:9]=2)[CH:7]=1.C(O[C:40]([C:42]1C=CC2N(C3CCCCC3)[C:40]([C:42]3C=CC(N)=[C:44](C=O)[CH:43]=3)=N[C:44]=2[CH:43]=1)=O)C.[OH-].[K+]. The catalyst is C(O)C. The product is [CH:23]1([N:22]2[C:21]3[CH:29]=[CH:30][C:31]([C:33]([OH:35])=[O:34])=[CH:32][C:20]=3[N:19]=[C:18]2[C:13]2[CH:14]=[C:15]3[C:10](=[CH:11][CH:12]=2)[N:9]=[C:8]([C:6]2[C:5]4[C:4](=[CH:40][CH:42]=[CH:43][CH:44]=4)[CH:3]=[CH:2][CH:7]=2)[CH:17]=[CH:16]3)[CH2:24][CH2:25][CH2:26][CH2:27][CH2:28]1. The yield is 0.0400.